From a dataset of Forward reaction prediction with 1.9M reactions from USPTO patents (1976-2016). Predict the product of the given reaction. Given the reactants [N:1]1[CH:6]=[CH:5][C:4]([C:7]2[C:8]([C:16]3[CH:17]=[C:18]([NH2:22])[CH:19]=[CH:20][CH:21]=3)=[N:9][N:10]3[CH2:15][CH2:14][CH2:13][S:12][C:11]=23)=[CH:3][CH:2]=1.[Cl:23][C:24]1[CH:29]=[CH:28][C:27]([N:30]=[C:31]=[O:32])=[CH:26][C:25]=1[C:33]([F:36])([F:35])[F:34], predict the reaction product. The product is: [Cl:23][C:24]1[CH:29]=[CH:28][C:27]([NH:30][C:31]([NH:22][C:18]2[CH:19]=[CH:20][CH:21]=[C:16]([C:8]3[C:7]([C:4]4[CH:5]=[CH:6][N:1]=[CH:2][CH:3]=4)=[C:11]4[S:12][CH2:13][CH2:14][CH2:15][N:10]4[N:9]=3)[CH:17]=2)=[O:32])=[CH:26][C:25]=1[C:33]([F:34])([F:35])[F:36].